This data is from Peptide-MHC class II binding affinity with 134,281 pairs from IEDB. The task is: Regression. Given a peptide amino acid sequence and an MHC pseudo amino acid sequence, predict their binding affinity value. This is MHC class II binding data. (1) The peptide sequence is LIWVGINTRNMTMSM. The MHC is DRB1_0802 with pseudo-sequence DRB1_0802. The binding affinity (normalized) is 0.163. (2) The peptide sequence is MDYFIRMWNQAALAM. The MHC is HLA-DPA10201-DPB10501 with pseudo-sequence HLA-DPA10201-DPB10501. The binding affinity (normalized) is 0.377. (3) The peptide sequence is MAFQEMENFLGPIAV. The MHC is HLA-DQA10201-DQB10301 with pseudo-sequence HLA-DQA10201-DQB10301. The binding affinity (normalized) is 0. (4) The peptide sequence is QFRRVKCKYPEGTKV. The MHC is HLA-DQA10102-DQB10502 with pseudo-sequence HLA-DQA10102-DQB10502. The binding affinity (normalized) is 0. (5) The peptide sequence is TATAAVGAATGAATA. The MHC is DRB1_0301 with pseudo-sequence DRB1_0301. The binding affinity (normalized) is 0. (6) The peptide sequence is KTVSEGAVDIINKWQ. The MHC is HLA-DPA10103-DPB10201 with pseudo-sequence HLA-DPA10103-DPB10201. The binding affinity (normalized) is 0.181.